The task is: Predict the reactants needed to synthesize the given product.. This data is from Full USPTO retrosynthesis dataset with 1.9M reactions from patents (1976-2016). (1) Given the product [C:1]([O:5][C:6]([NH:8][C:9]1([C:24]([O:26][CH3:27])=[O:25])[CH2:13][CH2:12][CH:11]([C:14]2[CH:15]=[C:16]3[C:21](=[CH:22][CH:23]=2)[CH2:20][NH:19][CH2:18][CH2:17]3)[CH2:10]1)=[O:7])([CH3:4])([CH3:3])[CH3:2], predict the reactants needed to synthesize it. The reactants are: [C:1]([O:5][C:6]([NH:8][C:9]1([C:24]([O:26][CH3:27])=[O:25])[CH2:13][CH2:12][CH:11]([C:14]2[CH:15]=[C:16]3[C:21](=[CH:22][CH:23]=2)[CH:20]=[N:19][CH:18]=[CH:17]3)[CH2:10]1)=[O:7])([CH3:4])([CH3:3])[CH3:2].[H][H]. (2) Given the product [C:1]([O:5][C:6](=[O:21])[CH2:7][CH2:8][N:9]([C:10]1[CH:15]=[CH:14][C:13]([C:16]([F:18])([F:19])[F:17])=[C:12]([Cl:20])[CH:11]=1)[CH2:23][C:24]([O:26][CH3:27])=[O:25])([CH3:4])([CH3:2])[CH3:3], predict the reactants needed to synthesize it. The reactants are: [C:1]([O:5][C:6](=[O:21])[CH2:7][CH2:8][NH:9][C:10]1[CH:15]=[CH:14][C:13]([C:16]([F:19])([F:18])[F:17])=[C:12]([Cl:20])[CH:11]=1)([CH3:4])([CH3:3])[CH3:2].Br[CH2:23][C:24]([O:26][CH3:27])=[O:25].